This data is from Forward reaction prediction with 1.9M reactions from USPTO patents (1976-2016). The task is: Predict the product of the given reaction. The product is: [C:1]([O:5][C:6]([NH:8][C:9]1[CH:10]=[C:11]([C:15]([NH:17][C@@:18]2([C:23]([OH:25])=[O:24])[CH2:22][CH2:21][O:20][CH2:19]2)=[O:16])[CH:12]=[N:13][CH:14]=1)=[O:7])([CH3:4])([CH3:2])[CH3:3]. Given the reactants [C:1]([O:5][C:6]([NH:8][C:9]1[CH:10]=[C:11]([C:15]([NH:17][C@@:18]2([C:23]([O:25]CCCC)=[O:24])[CH2:22][CH2:21][O:20][CH2:19]2)=[O:16])[CH:12]=[N:13][CH:14]=1)=[O:7])([CH3:4])([CH3:3])[CH3:2].[OH-].[Na+], predict the reaction product.